From a dataset of Catalyst prediction with 721,799 reactions and 888 catalyst types from USPTO. Predict which catalyst facilitates the given reaction. (1) Reactant: [Br:1][C:2]1[CH:6]=[C:5](Br)[S:4][C:3]=1[C:8]([O:10][CH2:11][CH3:12])=[O:9].O.[Cl:14][C:15]1[CH:20]=[CH:19][C:18](B(O)O)=[CH:17][CH:16]=1.C(=O)([O-])[O-].[K+].[K+]. Product: [Br:1][C:2]1[CH:6]=[C:5]([C:18]2[CH:19]=[CH:20][C:15]([Cl:14])=[CH:16][CH:17]=2)[S:4][C:3]=1[C:8]([O:10][CH2:11][CH3:12])=[O:9]. The catalyst class is: 109. (2) Reactant: C(OC([NH:8][CH2:9][CH2:10][N:11]([CH2:17][C:18]1[CH:19]=[C:20]([CH:54]=[CH:55][CH:56]=1)[C:21]([NH:23][C:24]1[S:25][C:26]2[CH2:53][CH2:52][CH2:51][CH2:50][C:27]=2[C:28]=1[C:29]([NH:31][C:32]1[CH:37]=[CH:36][C:35]([CH2:38][CH2:39][C:40]2[CH:49]=[CH:48][C:43]([C:44]([O:46][CH3:47])=[O:45])=[CH:42][CH:41]=2)=[CH:34][CH:33]=1)=[O:30])=[O:22])[CH:12]([CH2:15][CH3:16])[CH2:13][CH3:14])=O)(C)(C)C.C(O)(C(F)(F)F)=O. The catalyst class is: 2. Product: [NH2:8][CH2:9][CH2:10][N:11]([CH2:17][C:18]1[CH:19]=[C:20]([CH:54]=[CH:55][CH:56]=1)[C:21]([NH:23][C:24]1[S:25][C:26]2[CH2:53][CH2:52][CH2:51][CH2:50][C:27]=2[C:28]=1[C:29]([NH:31][C:32]1[CH:37]=[CH:36][C:35]([CH2:38][CH2:39][C:40]2[CH:49]=[CH:48][C:43]([C:44]([O:46][CH3:47])=[O:45])=[CH:42][CH:41]=2)=[CH:34][CH:33]=1)=[O:30])=[O:22])[CH:12]([CH2:13][CH3:14])[CH2:15][CH3:16]. (3) Product: [Br:9][C:6]1[S:5][C:4]([C:1](=[O:3])[CH:2]=[CH:17][C:16]2[CH:19]=[CH:20][C:13]([N+:10]([O-:12])=[O:11])=[CH:14][CH:15]=2)=[CH:8][CH:7]=1. Reactant: [C:1]([C:4]1[S:5][C:6]([Br:9])=[CH:7][CH:8]=1)(=[O:3])[CH3:2].[N+:10]([C:13]1[CH:20]=[CH:19][C:16]([CH:17]=O)=[CH:15][CH:14]=1)([O-:12])=[O:11].[OH-].[K+]. The catalyst class is: 8. (4) Reactant: [Cl:1][C:2]1[CH:3]=[C:4]([CH:8]=[CH:9][C:10]=1[O:11][CH:12]([CH3:14])[CH3:13])[C:5](O)=[O:6].C(Cl)[Cl:16].C(Cl)(=O)C(Cl)=O. Product: [Cl:1][C:2]1[CH:3]=[C:4]([CH:8]=[CH:9][C:10]=1[O:11][CH:12]([CH3:14])[CH3:13])[C:5]([Cl:16])=[O:6]. The catalyst class is: 3. (5) Reactant: [SH:1][CH2:2][CH2:3][OH:4].C1CCN2C(=NCCC2)CC1.CC1C=CC(S(O[CH2:27][CH2:28][NH:29][C:30]([O:32][C:33]([CH3:36])([CH3:35])[CH3:34])=[O:31])(=O)=O)=CC=1. Product: [OH:4][CH2:3][CH2:2][S:1][CH2:27][CH2:28][NH:29][C:30](=[O:31])[O:32][C:33]([CH3:36])([CH3:35])[CH3:34]. The catalyst class is: 11.